Dataset: Catalyst prediction with 721,799 reactions and 888 catalyst types from USPTO. Task: Predict which catalyst facilitates the given reaction. (1) Product: [F:27][C:24]1[CH:23]=[CH:22][C:14]2[NH:15][C:11]([N:9]3[CH:10]=[C:6]([C:4]([OH:5])=[O:3])[CH:7]=[N:8]3)=[N:12][C:13]=2[C:25]=1[CH3:26]. Reactant: C([O:3][C:4]([C:6]1[CH:7]=[N:8][N:9]([C:11]2[N:15](COCCOC)[C:14]3[CH:22]=[CH:23][C:24]([F:27])=[C:25]([CH3:26])[C:13]=3[N:12]=2)[CH:10]=1)=[O:5])C.Cl. The catalyst class is: 15. (2) Reactant: [Br:1][C:2]1[CH:3]=[C:4]([C:17]([OH:19])=O)[N:5]([CH2:7][C:8]([C:10]2[CH:15]=[CH:14][C:13]([Cl:16])=[CH:12][CH:11]=2)=O)[CH:6]=1.[CH2:20]([NH2:23])[CH2:21][NH2:22]. Product: [Br:1][C:2]1[CH:3]=[C:4]2[C:17](=[O:19])[N:22]3[CH2:21][CH2:20][NH:23][C:8]3([C:10]3[CH:11]=[CH:12][C:13]([Cl:16])=[CH:14][CH:15]=3)[CH2:7][N:5]2[CH:6]=1. The catalyst class is: 8. (3) Reactant: [NH:1]1[CH2:7][CH2:6][CH2:5][NH:4][CH2:3][CH2:2]1.[O:8](C(OC(C)(C)C)=O)[C:9]([O:11][C:12]([CH3:15])([CH3:14])[CH3:13])=O. Product: [N:1]1([C:9]([O:11][C:12]([CH3:15])([CH3:14])[CH3:13])=[O:8])[CH2:7][CH2:6][CH2:5][NH:4][CH2:3][CH2:2]1. The catalyst class is: 2. (4) Product: [Br:9][C:10]1[N:11]=[N:12][C:13]([O:6][C:4]([CH3:7])([CH3:5])[CH2:3][N:2]([CH3:8])[CH3:1])=[CH:14][CH:15]=1. Reactant: [CH3:1][N:2]([CH3:8])[CH2:3][C:4]([CH3:7])([OH:6])[CH3:5].[Br:9][C:10]1[N:11]=[N:12][C:13](Br)=[CH:14][CH:15]=1.[H-].[Na+]. The catalyst class is: 1. (5) Reactant: [C:1]1([S:7]([OH:9])=[O:8])[CH:6]=[CH:5][CH:4]=[CH:3][CH:2]=1.[Cl-].[Ca+2].[Cl-].[F:13][C:14]1[CH:28]=[CH:27][C:17]([O:18][CH2:19][C@H:20]2[O:25][CH:24](O)[CH2:23][CH2:22][CH2:21]2)=[CH:16][CH:15]=1. Product: [C:1]1([S:7]([CH:24]2[CH2:23][CH2:22][CH2:21][C@@H:20]([CH2:19][O:18][C:17]3[CH:16]=[CH:15][C:14]([F:13])=[CH:28][CH:27]=3)[O:25]2)(=[O:9])=[O:8])[CH:6]=[CH:5][CH:4]=[CH:3][CH:2]=1. The catalyst class is: 2. (6) Reactant: [N+:1]([C:4]1[CH:5]=[C:6]([CH2:9][C:10]2[C:19]3[C:14](=[CH:15][CH:16]=[CH:17][CH:18]=3)[C:13](=[O:20])[NH:12][N:11]=2)[S:7][CH:8]=1)([O-])=O.[Cl-].[NH4+]. Product: [NH2:1][C:4]1[CH:5]=[C:6]([CH2:9][C:10]2[C:19]3[C:14](=[CH:15][CH:16]=[CH:17][CH:18]=3)[C:13](=[O:20])[NH:12][N:11]=2)[S:7][CH:8]=1. The catalyst class is: 190. (7) Reactant: [Cl:1][C:2]1[C:8]([O:9][C:10]2[CH:15]=[CH:14][C:13]([C:16]([F:19])([F:18])[F:17])=[CH:12][C:11]=2[Cl:20])=[CH:7][C:5]([NH2:6])=[C:4]([N+:21]([O-])=O)[CH:3]=1.Cl. Product: [Cl:1][C:2]1[CH:3]=[C:4]([NH2:21])[C:5]([NH2:6])=[CH:7][C:8]=1[O:9][C:10]1[CH:15]=[CH:14][C:13]([C:16]([F:19])([F:17])[F:18])=[CH:12][C:11]=1[Cl:20]. The catalyst class is: 490. (8) Reactant: [NH2:1][CH:2]1[CH2:7][CH2:6][N:5]([C:8]([O:10][C:11]([CH3:14])([CH3:13])[CH3:12])=[O:9])[CH2:4][CH2:3]1.C(N(CC)CC)C.[Br:22][C:23]1[S:27][C:26]([S:28](Cl)(=[O:30])=[O:29])=[CH:25][CH:24]=1. Product: [Br:22][C:23]1[S:27][C:26]([S:28]([NH:1][CH:2]2[CH2:3][CH2:4][N:5]([C:8]([O:10][C:11]([CH3:14])([CH3:13])[CH3:12])=[O:9])[CH2:6][CH2:7]2)(=[O:30])=[O:29])=[CH:25][CH:24]=1. The catalyst class is: 22. (9) Reactant: [OH:1][C:2]1[CH:7]=[CH:6][C:5]([C:8](=[O:10])[CH3:9])=[CH:4][C:3]=1[CH3:11].C([O-])([O-])=O.[K+].[K+].[CH2:18](Br)[C:19]1[CH:24]=[CH:23][CH:22]=[CH:21][CH:20]=1. Product: [CH2:18]([O:1][C:2]1[CH:7]=[CH:6][C:5]([C:8](=[O:10])[CH3:9])=[CH:4][C:3]=1[CH3:11])[C:19]1[CH:24]=[CH:23][CH:22]=[CH:21][CH:20]=1. The catalyst class is: 21.